From a dataset of Full USPTO retrosynthesis dataset with 1.9M reactions from patents (1976-2016). Predict the reactants needed to synthesize the given product. (1) Given the product [CH2:24]([C:21]1[CH:22]=[CH:23][C:18]([O:17][CH:15]([CH3:16])[CH2:14][CH2:13][O:12][C:9]2[CH:10]=[CH:11][C:6]([CH2:5][CH2:4][C:3]([OH:33])=[O:2])=[C:7]([CH3:32])[CH:8]=2)=[C:19]([C:26]2[CH:27]=[CH:28][CH:29]=[CH:30][CH:31]=2)[CH:20]=1)[CH3:25], predict the reactants needed to synthesize it. The reactants are: C[O:2][C:3](=[O:33])[CH2:4][CH2:5][C:6]1[CH:11]=[CH:10][C:9]([O:12][CH2:13][CH2:14][CH:15]([O:17][C:18]2[CH:23]=[CH:22][C:21]([CH2:24][CH3:25])=[CH:20][C:19]=2[C:26]2[CH:31]=[CH:30][CH:29]=[CH:28][CH:27]=2)[CH3:16])=[CH:8][C:7]=1[CH3:32]. (2) Given the product [C:1]1([S:7]([C:10]([CH:20]2[CH2:32][C:23]3[NH:24][C:25]4[CH:26]=[CH:27][C:28]([Cl:31])=[CH:29][C:30]=4[C:22]=3[CH2:21]2)([F:19])[C:11]2[O:15][N:14]=[C:13]([C:16]#[N:18])[N:12]=2)(=[O:9])=[O:8])[CH:2]=[CH:3][CH:4]=[CH:5][CH:6]=1, predict the reactants needed to synthesize it. The reactants are: [C:1]1([S:7]([C:10]([CH:20]2[CH2:32][C:23]3[NH:24][C:25]4[CH:26]=[CH:27][C:28]([Cl:31])=[CH:29][C:30]=4[C:22]=3[CH2:21]2)([F:19])[C:11]2[O:15][N:14]=[C:13]([C:16]([NH2:18])=O)[N:12]=2)(=[O:9])=[O:8])[CH:6]=[CH:5][CH:4]=[CH:3][CH:2]=1.P(Cl)(Cl)(Cl)=O. (3) Given the product [O:82]=[C:80]1[CH2:81][N:77]([C:75]([O:74][C:70]([CH3:71])([CH3:72])[CH3:73])=[O:76])[C@H:78]([C:83](=[O:85])[NH:18][C@H:19]2[C:28]3[C:23](=[CH:24][CH:25]=[CH:26][CH:27]=3)[CH2:22][CH2:21][CH2:20]2)[CH2:79]1, predict the reactants needed to synthesize it. The reactants are: CC(C)(C)[C@H](NC(=O)[C@@H](NC)C)C(N1[C@H](C([NH:18][C@H:19]2[C:28]3[C:23](=[CH:24][CH:25]=[CH:26][CH:27]=3)[CH2:22][CH2:21][CH2:20]2)=O)CC2C(=CC([C@H]3C[C@@H](C(=O)[NH:18][C@H:19]4[C:28]5[C:23](=[CH:24][CH:25]=[CH:26][CH:27]=5)[CH2:22][CH2:21][CH2:20]4)N(C(=O)[C@@H](NC(=O)[C@@H](NC)C)C(C)(C)C)C3)=CC=2)C1)=O.[C:70]([O:74][C:75]([N:77]1[CH2:81][C:80](=[O:82])[CH2:79][C@H:78]1[C:83]([OH:85])=O)=[O:76])([CH3:73])([CH3:72])[CH3:71].